Dataset: Forward reaction prediction with 1.9M reactions from USPTO patents (1976-2016). Task: Predict the product of the given reaction. (1) Given the reactants [OH:1][C:2]1([C:19]2[CH:20]=[CH:21][C:22]3[N:26]=[C:25]([CH2:27][C:28]([O:30][CH2:31][CH2:32][CH2:33]Cl)=[O:29])[NH:24][C:23]=3[CH:35]=2)[C:10]2[C:5](=[CH:6][CH:7]=[CH:8][CH:9]=2)[C:4](=[O:11])[N:3]1[CH2:12][C:13]1[CH:18]=[CH:17][CH:16]=[CH:15][CH:14]=1.[CH3:36][N:37]1[CH2:42][CH2:41][NH:40][CH2:39][CH2:38]1, predict the reaction product. The product is: [OH:1][C:2]1([C:19]2[CH:20]=[CH:21][C:22]3[N:26]=[C:25]([CH2:27][C:28]([O:30][CH2:31][CH2:32][CH2:33][N:40]4[CH2:41][CH2:42][N:37]([CH3:36])[CH2:38][CH2:39]4)=[O:29])[NH:24][C:23]=3[CH:35]=2)[C:10]2[C:5](=[CH:6][CH:7]=[CH:8][CH:9]=2)[C:4](=[O:11])[N:3]1[CH2:12][C:13]1[CH:18]=[CH:17][CH:16]=[CH:15][CH:14]=1. (2) Given the reactants C(=[N:14][NH:15][C:16]1[C:21]([CH3:22])=[CH:20][C:19]([F:23])=[CH:18][N:17]=1)(C1C=CC=CC=1)C1C=CC=CC=1.Cl, predict the reaction product. The product is: [F:23][C:19]1[CH:20]=[C:21]([CH3:22])[C:16]([NH:15][NH2:14])=[N:17][CH:18]=1. (3) Given the reactants [F:1][C:2]1[CH:7]=[C:6]([F:8])[C:5]([C:9]2[CH:10]=[N:11][CH:12]=[N:13][CH:14]=2)=[CH:4][C:3]=1[C@@:15]([NH:27][S@@](C(C)(C)C)=O)([CH2:17][C@H:18]([C:20]1[O:24][C:23]([CH3:25])=[N:22][C:21]=1[CH3:26])[OH:19])[CH3:16].Cl.O1CCOCC1, predict the reaction product. The product is: [NH2:27][C@@:15]([C:3]1[CH:4]=[C:5]([C:9]2[CH:14]=[N:13][CH:12]=[N:11][CH:10]=2)[C:6]([F:8])=[CH:7][C:2]=1[F:1])([CH3:16])[CH2:17][C@H:18]([C:20]1[O:24][C:23]([CH3:25])=[N:22][C:21]=1[CH3:26])[OH:19]. (4) Given the reactants [C:1]([NH:4][C:5]1[CH:6]=[C:7]([CH2:13][C:14](=[O:16])[CH3:15])[CH:8]=[CH:9][C:10]=1[O:11][CH3:12])(=[O:3])[CH3:2].[BH4-].[Na+], predict the reaction product. The product is: [C:1]([NH:4][C:5]1[CH:6]=[C:7]([CH2:13][CH:14]([OH:16])[CH3:15])[CH:8]=[CH:9][C:10]=1[O:11][CH3:12])(=[O:3])[CH3:2]. (5) Given the reactants P([O-])([O-])([O-])=O.[CH3:6][N:7]1[C:11](=[O:12])[CH2:10][CH2:9][CH2:8]1.[CH3:13][N:14]1[CH2:18][CH2:17][CH2:16][C:15]1=[O:19], predict the reaction product. The product is: [CH3:6][N:7]1[CH2:11][CH2:10][O:19][CH2:9][CH2:8]1.[CH3:13][N:14]1[CH2:18][CH2:17][O:12][CH2:16][CH2:15]1. (6) Given the reactants [S:1]1[CH2:7][C:5](=[O:6])[NH:4][C:2]1=[S:3].[OH-].[Na+].Cl[CH2:11][C:12]([C:14]1[CH:23]=[CH:22][C:17]2[O:18][CH2:19][CH2:20][O:21][C:16]=2[CH:15]=1)=[O:13], predict the reaction product. The product is: [O:18]1[C:17]2[CH:22]=[CH:23][C:14]([C:12](=[O:13])[CH2:11][S:3][C:2]3[S:1][CH2:7][C:5](=[O:6])[N:4]=3)=[CH:15][C:16]=2[O:21][CH2:20][CH2:19]1. (7) Given the reactants C(OC(N1[CH2:12][CH2:11][CH:10]([NH:13][C:14]([C:16]2[S:17][CH:18]=[CH:19][C:20]=2[NH:21][C:22]2[CH:27]=[CH:26][N:25]=[C:24]3[NH:28][CH:29]=[CH:30][C:23]=23)=[O:15])C1)=O)(C)(C)C.[NH2:31][C:32]1[CH:33]=C(C=[CH:38][CH:39]=1)CN, predict the reaction product. The product is: [NH2:31][C:32]1[CH:33]=[C:11]([CH:12]=[CH:38][CH:39]=1)[CH2:10][NH:13][C:14]([C:16]1[S:17][CH:18]=[CH:19][C:20]=1[NH:21][C:22]1[CH:27]=[CH:26][N:25]=[C:24]2[NH:28][CH:29]=[CH:30][C:23]=12)=[O:15].